This data is from Forward reaction prediction with 1.9M reactions from USPTO patents (1976-2016). The task is: Predict the product of the given reaction. (1) Given the reactants [CH2:1]([O:8][C:9]1[CH:10]=[C:11]([CH:14]=[CH:15][CH:16]=1)[CH:12]=O)[C:2]1[CH:7]=[CH:6][CH:5]=[CH:4][CH:3]=1.C([O-])(=O)C.[Na+].[C:22]([NH:25][CH2:26][C:27]([OH:29])=[O:28])(=O)[CH3:23].C(OC(=O)C)(=O)C, predict the reaction product. The product is: [CH2:1]([O:8][C:9]1[CH:10]=[C:11]([CH:14]=[CH:15][CH:16]=1)[CH:12]=[C:26]1[C:27](=[O:28])[O:29][C:22]([CH3:23])=[N:25]1)[C:2]1[CH:7]=[CH:6][CH:5]=[CH:4][CH:3]=1. (2) Given the reactants [CH2:1]([O:8][C@H:9]1[CH2:13][CH2:12][CH2:11][C@@H:10]1[NH:14][C:15]1[CH:22]=[C:21](Br)[CH:20]=[C:19]([F:24])[C:16]=1[C:17]#[N:18])[C:2]1[CH:7]=[CH:6][CH:5]=[CH:4][CH:3]=1.[CH3:25][C:26]1[C:34]2[C:33](=[O:35])[CH2:32][C:31]([CH3:37])([CH3:36])[CH2:30][C:29]=2[NH:28][CH:27]=1.C([O-])([O-])=[O:39].[K+].[K+].[OH-].[Na+].OO, predict the reaction product. The product is: [F:24][C:19]1[CH:20]=[C:21]([N:28]2[C:29]3[CH2:30][C:31]([CH3:37])([CH3:36])[CH2:32][C:33](=[O:35])[C:34]=3[C:26]([CH3:25])=[CH:27]2)[CH:22]=[C:15]([NH:14][C@H:10]2[CH2:11][CH2:12][CH2:13][C@@H:9]2[O:8][CH2:1][C:2]2[CH:7]=[CH:6][CH:5]=[CH:4][CH:3]=2)[C:16]=1[C:17]([NH2:18])=[O:39]. (3) Given the reactants [C:1]([O-:6])(=O)[C:2]([CH3:4])=O.[OH:7][C:8]1C=C([CH:13]=[CH:14][CH:15]=1)C=O, predict the reaction product. The product is: [OH:6][C:1]1[CH:2]=[CH:4][CH:13]=[CH:14][C:15]=1[CH:8]=[O:7].